Predict the product of the given reaction. From a dataset of Forward reaction prediction with 1.9M reactions from USPTO patents (1976-2016). (1) Given the reactants C(=O)([O-])[O-].[Cs+].[Cs+].[Cl:7][C:8]1[N:15]=[C:14]([CH:16]2[CH2:20][CH2:19][CH2:18][CH2:17]2)[CH:13]=[C:12]([C:21]2[CH:26]=[CH:25][C:24]([OH:27])=[CH:23][CH:22]=2)[C:9]=1[C:10]#[N:11].[CH2:28](Br)[C:29]1[CH:34]=[CH:33][CH:32]=[CH:31][CH:30]=1, predict the reaction product. The product is: [CH2:28]([O:27][C:24]1[CH:23]=[CH:22][C:21]([C:12]2[C:9]([C:10]#[N:11])=[C:8]([Cl:7])[N:15]=[C:14]([CH:16]3[CH2:17][CH2:18][CH2:19][CH2:20]3)[CH:13]=2)=[CH:26][CH:25]=1)[C:29]1[CH:34]=[CH:33][CH:32]=[CH:31][CH:30]=1. (2) Given the reactants C([O-])([O-])=O.[Na+].[Na+].Br[C:8]1[C:16]2[C:12](=[C:13]([CH:18]=[O:19])[N:14]([CH3:17])[N:15]=2)[CH:11]=[CH:10][CH:9]=1.[Cl:20][C:21]1[CH:26]=[C:25]([Cl:27])[CH:24]=[CH:23][C:22]=1B(O)O, predict the reaction product. The product is: [Cl:20][C:21]1[CH:26]=[C:25]([Cl:27])[CH:24]=[CH:23][C:22]=1[C:8]1[C:16]2[C:12](=[C:13]([CH:18]=[O:19])[N:14]([CH3:17])[N:15]=2)[CH:11]=[CH:10][CH:9]=1. (3) Given the reactants [CH3:1][O:2][C:3](=[O:12])[CH2:4][C:5]1[CH:10]=[CH:9][C:8]([OH:11])=[CH:7][CH:6]=1.[Br:13][CH2:14][CH2:15][CH2:16]Br.C(=O)([O-])[O-].[Cs+].[Cs+], predict the reaction product. The product is: [CH3:1][O:2][C:3](=[O:12])[CH2:4][C:5]1[CH:10]=[CH:9][C:8]([O:11][CH2:16][CH2:15][CH2:14][Br:13])=[CH:7][CH:6]=1.